The task is: Regression. Given two drug SMILES strings and cell line genomic features, predict the synergy score measuring deviation from expected non-interaction effect.. This data is from NCI-60 drug combinations with 297,098 pairs across 59 cell lines. (1) Drug 1: CN1C(=O)N2C=NC(=C2N=N1)C(=O)N. Drug 2: B(C(CC(C)C)NC(=O)C(CC1=CC=CC=C1)NC(=O)C2=NC=CN=C2)(O)O. Cell line: EKVX. Synergy scores: CSS=36.5, Synergy_ZIP=1.33, Synergy_Bliss=0.654, Synergy_Loewe=-53.7, Synergy_HSA=-1.67. (2) Drug 1: C1=C(C(=O)NC(=O)N1)N(CCCl)CCCl. Drug 2: CN(C)C1=NC(=NC(=N1)N(C)C)N(C)C. Cell line: UACC-257. Synergy scores: CSS=4.19, Synergy_ZIP=-0.654, Synergy_Bliss=5.05, Synergy_Loewe=-3.56, Synergy_HSA=0.337. (3) Drug 1: C1=CC(=CC=C1CCC2=CNC3=C2C(=O)NC(=N3)N)C(=O)NC(CCC(=O)O)C(=O)O. Drug 2: CC1=C(C(=O)C2=C(C1=O)N3CC4C(C3(C2COC(=O)N)OC)N4)N. Cell line: HL-60(TB). Synergy scores: CSS=85.2, Synergy_ZIP=5.12, Synergy_Bliss=5.33, Synergy_Loewe=2.06, Synergy_HSA=7.71. (4) Drug 1: C1=CC=C(C=C1)NC(=O)CCCCCCC(=O)NO. Drug 2: C1C(C(OC1N2C=NC(=NC2=O)N)CO)O. Cell line: K-562. Synergy scores: CSS=65.5, Synergy_ZIP=3.63, Synergy_Bliss=2.60, Synergy_Loewe=9.26, Synergy_HSA=10.9. (5) Drug 1: C1=CC(=CC=C1CCCC(=O)O)N(CCCl)CCCl. Drug 2: CC1CCC2CC(C(=CC=CC=CC(CC(C(=O)C(C(C(=CC(C(=O)CC(OC(=O)C3CCCCN3C(=O)C(=O)C1(O2)O)C(C)CC4CCC(C(C4)OC)O)C)C)O)OC)C)C)C)OC. Cell line: SW-620. Synergy scores: CSS=19.0, Synergy_ZIP=-14.2, Synergy_Bliss=-9.87, Synergy_Loewe=-6.65, Synergy_HSA=-5.73. (6) Drug 1: CS(=O)(=O)CCNCC1=CC=C(O1)C2=CC3=C(C=C2)N=CN=C3NC4=CC(=C(C=C4)OCC5=CC(=CC=C5)F)Cl. Drug 2: CN(CCCl)CCCl.Cl. Cell line: K-562. Synergy scores: CSS=39.0, Synergy_ZIP=-10.6, Synergy_Bliss=-4.72, Synergy_Loewe=-2.26, Synergy_HSA=-0.610. (7) Drug 1: CC12CCC3C(C1CCC2=O)CC(=C)C4=CC(=O)C=CC34C. Drug 2: CC(C)(C#N)C1=CC(=CC(=C1)CN2C=NC=N2)C(C)(C)C#N. Cell line: UACC-257. Synergy scores: CSS=37.3, Synergy_ZIP=2.46, Synergy_Bliss=2.69, Synergy_Loewe=3.31, Synergy_HSA=2.50. (8) Drug 1: CC1=CC2C(CCC3(C2CCC3(C(=O)C)OC(=O)C)C)C4(C1=CC(=O)CC4)C. Drug 2: CC(C1=C(C=CC(=C1Cl)F)Cl)OC2=C(N=CC(=C2)C3=CN(N=C3)C4CCNCC4)N. Cell line: NCI/ADR-RES. Synergy scores: CSS=4.71, Synergy_ZIP=6.23, Synergy_Bliss=3.80, Synergy_Loewe=2.78, Synergy_HSA=2.69. (9) Drug 1: CC1=C(C(=CC=C1)Cl)NC(=O)C2=CN=C(S2)NC3=CC(=NC(=N3)C)N4CCN(CC4)CCO. Drug 2: CS(=O)(=O)CCNCC1=CC=C(O1)C2=CC3=C(C=C2)N=CN=C3NC4=CC(=C(C=C4)OCC5=CC(=CC=C5)F)Cl. Synergy scores: CSS=-0.439, Synergy_ZIP=-0.306, Synergy_Bliss=1.00, Synergy_Loewe=0.260, Synergy_HSA=0.259. Cell line: BT-549.